From a dataset of Forward reaction prediction with 1.9M reactions from USPTO patents (1976-2016). Predict the product of the given reaction. Given the reactants [NH:1]1[C:9]2[CH:8]=[CH:7][CH:6]=[C:5]([OH:10])[C:4]=2[CH:3]=[CH:2]1.[N:11]1([CH2:17][CH2:18]O)[CH2:16][CH2:15][O:14][CH2:13][CH2:12]1.F[C:21]1[CH:26]=[CH:25][C:24]([N+:27]([O-])=O)=[CH:23][CH:22]=1.[Cl:30][C:31]1[CH:36]=[CH:35][C:34]([N:37]=[C:38]=[O:39])=[CH:33][C:32]=1[C:40]([F:43])([F:42])[F:41], predict the reaction product. The product is: [Cl:30][C:31]1[CH:36]=[CH:35][C:34]([NH:37][C:38]([NH:27][C:24]2[CH:25]=[CH:26][C:21]([N:1]3[C:9]4[C:4](=[C:5]([O:10][CH2:18][CH2:17][N:11]5[CH2:12][CH2:13][O:14][CH2:15][CH2:16]5)[CH:6]=[CH:7][CH:8]=4)[CH:3]=[CH:2]3)=[CH:22][CH:23]=2)=[O:39])=[CH:33][C:32]=1[C:40]([F:41])([F:42])[F:43].